Task: Predict the product of the given reaction.. Dataset: Forward reaction prediction with 1.9M reactions from USPTO patents (1976-2016) (1) Given the reactants CCN(C(C)C)C(C)C.C1CN([P+]([O:26][N:27]2N=NC3C=CC=CC2=3)(N2CCCC2)N2CCCC2)CC1.F[P-](F)(F)(F)(F)F.CC(C)N=C=NC(C)C.[CH2:64]1[CH2:65][CH2:66][CH:61]([N:60]=C=[N:60][CH:61]2[CH2:66][CH2:65][CH2:64][CH2:63][CH2:62]2)[CH2:62][CH2:63]1.N[OH:68].[O:69]1CCO[CH2:71][CH2:70]1, predict the reaction product. The product is: [OH:26][NH:27][C:70](=[O:69])[CH2:71][C@@H:66]([CH2:65][CH2:64][CH2:63][CH3:62])[C:61]([NH2:60])=[O:68]. (2) Given the reactants [Br:1][C:2]1[CH:7]=[C:6]([N+:8]([O-:10])=[O:9])[CH:5]=[C:4]([CH3:11])[C:3]=1[C@H:12]([OH:15])[CH2:13][OH:14].N1C=CC=CC=1.[C:22](Cl)(=[O:27])[C:23]([CH3:26])([CH3:25])[CH3:24], predict the reaction product. The product is: [C:22]([O:14][CH2:13][C@H:12]([C:3]1[C:4]([CH3:11])=[CH:5][C:6]([N+:8]([O-:10])=[O:9])=[CH:7][C:2]=1[Br:1])[OH:15])(=[O:27])[C:23]([CH3:26])([CH3:25])[CH3:24]. (3) Given the reactants O=C1N(CC(OC(C)(C)C)=O)C2C=CC=CC=2N1.[O:19]=[C:20]1[N:24]([CH2:25][C:26]([O:28]C(C)(C)C)=[O:27])[C:23]2[CH:33]=[CH:34][CH:35]=[CH:36][C:22]=2[N:21]1[C:37]1[CH:42]=[CH:41][N:40]=[CH:39][N:38]=1, predict the reaction product. The product is: [O:19]=[C:20]1[N:24]([CH2:25][C:26]([OH:28])=[O:27])[C:23]2[CH:33]=[CH:34][CH:35]=[CH:36][C:22]=2[N:21]1[C:37]1[CH:42]=[CH:41][N:40]=[CH:39][N:38]=1. (4) Given the reactants Cl.[NH:2]([C:6]1[CH:14]=[CH:13][C:9]([C:10](Cl)=[O:11])=[CH:8][CH:7]=1)[C:3]([NH2:5])=[NH:4].[C:15]([O:19][C:20](=[O:54])[CH2:21][C:22]1([CH2:46][C:47](=[O:53])[O:48][C:49]([CH3:52])([CH3:51])[CH3:50])[O:26][N:25]=[C:24]([C:27]2[CH:32]=[C:31]([OH:33])[CH:30]=[CH:29][C:28]=2[CH2:34][CH2:35][C:36]([O:38][CH2:39][C:40]2[CH:45]=[CH:44][CH:43]=[CH:42][CH:41]=2)=[O:37])[CH2:23]1)([CH3:18])([CH3:17])[CH3:16].N1C=CC=CC=1.CN1C(=O)CCC1, predict the reaction product. The product is: [NH:2]([C:6]1[CH:14]=[CH:13][C:9]([C:10]([O:33][C:31]2[CH:30]=[CH:29][C:28]([CH2:34][CH2:35][C:36]([O:38][CH2:39][C:40]3[CH:45]=[CH:44][CH:43]=[CH:42][CH:41]=3)=[O:37])=[C:27]([C:24]3[CH2:23][C:22]([CH2:46][C:47]([O:48][C:49]([CH3:52])([CH3:51])[CH3:50])=[O:53])([CH2:21][C:20](=[O:54])[O:19][C:15]([CH3:18])([CH3:16])[CH3:17])[O:26][N:25]=3)[CH:32]=2)=[O:11])=[CH:8][CH:7]=1)[C:3]([NH2:5])=[NH:4]. (5) Given the reactants [CH3:1][C:2]1[CH:3]=[C:4](CC#N)[CH:5]=[C:6]([S:8]([C:11]2[CH:12]=[C:13]([C:17]3[CH:22]=[CH:21][C:20]([C:23]([F:26])([F:25])[F:24])=[CH:19][CH:18]=3)[CH:14]=[CH:15][CH:16]=2)(=[O:10])=[O:9])[CH:7]=1.[CH2:30]([OH:32])[CH3:31].[OH-:33].[K+].Cl, predict the reaction product. The product is: [CH3:1][C:2]1[CH:3]=[C:4]([CH2:31][C:30]([OH:33])=[O:32])[CH:5]=[C:6]([S:8]([C:11]2[CH:12]=[C:13]([C:17]3[CH:22]=[CH:21][C:20]([C:23]([F:26])([F:25])[F:24])=[CH:19][CH:18]=3)[CH:14]=[CH:15][CH:16]=2)(=[O:10])=[O:9])[CH:7]=1. (6) Given the reactants [OH-].[Na+].[Cl:3][C:4]1[CH:13]=[C:12]2[C:7]([CH:8]=[C:9]([CH:14]=[O:15])[N:10]=[CH:11]2)=[CH:6][CH:5]=1.CC[OH:18].Cl, predict the reaction product. The product is: [Cl:3][C:4]1[CH:13]=[C:12]2[C:7]([CH:8]=[C:9]([C:14]([OH:18])=[O:15])[N:10]=[CH:11]2)=[CH:6][CH:5]=1. (7) Given the reactants [NH2:1][C:2]1[C:3]([C:8]([OH:10])=O)=[N:4][CH:5]=[CH:6][N:7]=1.CCN=C=NCCCN(C)C.Cl.C1C=CC2N(O)N=NC=2C=1.C(N(C(C)C)CC)(C)C.Cl.[CH3:43][O:44][NH:45][CH3:46], predict the reaction product. The product is: [CH3:43][O:44][N:45]([CH3:46])[C:8]([C:3]1[C:2]([NH2:1])=[N:7][CH:6]=[CH:5][N:4]=1)=[O:10]. (8) Given the reactants C([Li])CCC.C(NC(C)C)(C)C.[CH2:13]([N:20]1[CH:24]([CH3:25])[CH2:23][CH2:22][C:21]1=[O:26])[C:14]1[CH:19]=[CH:18][CH:17]=[CH:16][CH:15]=1.[C:27](=O)([O:30]C)[O:28][CH3:29], predict the reaction product. The product is: [CH2:13]([N:20]1[CH:24]([CH3:25])[CH2:23][CH:22]([C:27]([O:28][CH3:29])=[O:30])[C:21]1=[O:26])[C:14]1[CH:19]=[CH:18][CH:17]=[CH:16][CH:15]=1. (9) Given the reactants [OH:1][C:2]1[C:3]([CH3:10])=[C:4]([CH:7]=[CH:8][CH:9]=1)[CH2:5][OH:6].C([O-])([O-])=O.[K+].[K+].Br[CH2:18][C:19]([O:21][CH:22]([CH3:24])[CH3:23])=[O:20], predict the reaction product. The product is: [OH:6][CH2:5][C:4]1[C:3]([CH3:10])=[C:2]([CH:9]=[CH:8][CH:7]=1)[O:1][CH2:18][C:19]([O:21][CH:22]([CH3:24])[CH3:23])=[O:20].